Dataset: Forward reaction prediction with 1.9M reactions from USPTO patents (1976-2016). Task: Predict the product of the given reaction. Given the reactants [NH2:1][C:2]1[CH:10]=[C:9]([O:11][CH3:12])[C:8]([O:13][CH2:14][CH2:15][CH2:16][Cl:17])=[CH:7][C:3]=1[C:4](O)=[O:5].[CH:18]([O-])=O.[NH4+:21], predict the reaction product. The product is: [Cl:17][CH2:16][CH2:15][CH2:14][O:13][C:8]1[CH:7]=[C:3]2[C:2](=[CH:10][C:9]=1[O:11][CH3:12])[N:1]=[CH:18][NH:21][C:4]2=[O:5].